From a dataset of Full USPTO retrosynthesis dataset with 1.9M reactions from patents (1976-2016). Predict the reactants needed to synthesize the given product. (1) Given the product [Br:1][C:2]1[CH:3]=[CH:4][C:5]([CH2:8][CH2:9][CH2:10][N:11]2[CH2:21][C:16]3[C:15](=[CH:20][CH:19]=[CH:18][CH:17]=3)[C:14]2=[O:13])=[CH:6][CH:7]=1, predict the reactants needed to synthesize it. The reactants are: [Br:1][C:2]1[CH:7]=[CH:6][C:5]([CH2:8][CH2:9][CH2:10][NH2:11])=[CH:4][CH:3]=1.C[O:13][C:14](=O)[C:15]1[CH:20]=[CH:19][CH:18]=[CH:17][C:16]=1[CH2:21]Br.C([O-])([O-])=O.[K+].[K+].C(OCC)(=O)C. (2) Given the product [CH2:10]([O:9][C:7]([C:4]1[S:3][C:2]([NH:1][C:20](=[O:21])[C:19]2[CH:23]=[CH:24][C:16]([C:12]([CH3:14])([CH3:13])[CH3:15])=[CH:17][CH:18]=2)=[N:6][CH:5]=1)=[O:8])[CH3:11], predict the reactants needed to synthesize it. The reactants are: [NH2:1][C:2]1[S:3][C:4]([C:7]([O:9][CH2:10][CH3:11])=[O:8])=[CH:5][N:6]=1.[C:12]([C:16]1[CH:24]=[CH:23][C:19]([C:20](Cl)=[O:21])=[CH:18][CH:17]=1)([CH3:15])([CH3:14])[CH3:13].N1C=CC=CC=1.CCCCCC. (3) The reactants are: [CH2:1]([O:3][C:4](=[O:52])[CH2:5][C@H:6]1[CH2:11][CH2:10][C@H:9]([C:12]([N:14]2[C:23]3[C:18](=[CH:19][C:20]([C:24]([F:27])([F:26])[F:25])=[CH:21][CH:22]=3)[C@@H:17]([N:28]([CH2:35][C:36]3[CH:41]=[C:40]([C:42]([F:45])([F:44])[F:43])[CH:39]=[C:38]([C:46]([F:49])([F:48])[F:47])[CH:37]=3)[C:29]3[N:30]=[N:31][N:32]([CH3:34])[N:33]=3)[CH2:16][C@H:15]2[CH2:50][CH3:51])=O)[CH2:8][CH2:7]1)[CH3:2].CSC.B. Given the product [CH2:1]([O:3][C:4](=[O:52])[CH2:5][C@H:6]1[CH2:7][CH2:8][C@H:9]([CH2:12][N:14]2[C:23]3[C:18](=[CH:19][C:20]([C:24]([F:27])([F:26])[F:25])=[CH:21][CH:22]=3)[C@@H:17]([N:28]([CH2:35][C:36]3[CH:37]=[C:38]([C:46]([F:49])([F:47])[F:48])[CH:39]=[C:40]([C:42]([F:44])([F:43])[F:45])[CH:41]=3)[C:29]3[N:30]=[N:31][N:32]([CH3:34])[N:33]=3)[CH2:16][C@H:15]2[CH2:50][CH3:51])[CH2:10][CH2:11]1)[CH3:2], predict the reactants needed to synthesize it. (4) Given the product [CH2:20]([O:22][C:23](=[O:26])[CH2:24][O:8][C:7]1[CH:4]=[CH:3][C:2]([CH:1]=[O:13])=[CH:12][C:9]=1[C:14]([O:17][CH2:28][C:27]([O:32][CH2:31][CH3:30])=[O:29])=[O:16])[CH3:21], predict the reactants needed to synthesize it. The reactants are: [CH:1](=[O:13])[C:2]1[CH:12]=[C:9](OC)[C:7]([OH:8])=[C:4](OC)[CH:3]=1.[C:14]([O-:17])([O-:16])=O.[K+].[K+].[CH2:20]([O:22][C:23](=[O:26])[CH2:24]Br)[CH3:21].[CH2:27]([OH:29])[CH3:28].[CH3:30][C:31](C)=[O:32]. (5) Given the product [F:1][C:2]1[CH:3]=[CH:4][C:5]([CH:8]([O:29][C:35]2[CH:36]=[CH:37][C:32]([C:31]([F:40])([F:39])[F:30])=[CH:33][CH:34]=2)[CH2:9][CH2:10][N:11]2[CH2:16][CH2:15][CH:14]([C:17]3[CH:18]=[C:19]([NH:23][C:24](=[O:28])[CH:25]([CH3:26])[CH3:27])[CH:20]=[CH:21][CH:22]=3)[CH2:13][CH2:12]2)=[CH:6][CH:7]=1, predict the reactants needed to synthesize it. The reactants are: [F:1][C:2]1[CH:7]=[CH:6][C:5]([CH:8]([OH:29])[CH2:9][CH2:10][N:11]2[CH2:16][CH2:15][CH:14]([C:17]3[CH:18]=[C:19]([NH:23][C:24](=[O:28])[CH:25]([CH3:27])[CH3:26])[CH:20]=[CH:21][CH:22]=3)[CH2:13][CH2:12]2)=[CH:4][CH:3]=1.[F:30][C:31]([F:40])([F:39])[C:32]1[CH:37]=[CH:36][C:35](O)=[CH:34][CH:33]=1.